Dataset: Forward reaction prediction with 1.9M reactions from USPTO patents (1976-2016). Task: Predict the product of the given reaction. (1) Given the reactants Br[C:2]1[CH:3]=[N:4][CH:5]=[CH:6][CH:7]=1.[Li]CCCC.[Cl:13][C:14]1[CH:19]=[CH:18][C:17]([C:20]2[C:24]([CH:25]=[O:26])=[C:23]([C:27]3[CH:32]=[CH:31][CH:30]=[CH:29][CH:28]=3)[S:22][N:21]=2)=[CH:16][CH:15]=1, predict the reaction product. The product is: [Cl:13][C:14]1[CH:15]=[CH:16][C:17]([C:20]2[C:24]([CH:25]([C:2]3[CH:3]=[N:4][CH:5]=[CH:6][CH:7]=3)[OH:26])=[C:23]([C:27]3[CH:28]=[CH:29][CH:30]=[CH:31][CH:32]=3)[S:22][N:21]=2)=[CH:18][CH:19]=1. (2) Given the reactants CO[C:3]([C:5]1[N:6]=[CH:7][N:8]([CH2:14][C:15]2[CH:20]=[CH:19][CH:18]=[CH:17][CH:16]=2)[C:9]=1[C:10]([O:12]C)=O)=[O:4].[O:21]1[C:25]2[CH:26]=[CH:27][C:28]([CH2:30][N:31]3[C:35](=[O:36])[CH2:34][CH2:33][C:32]3=[O:37])=[CH:29][C:24]=2CO1.[H-].[Na+].C1C[O:43][CH2:42]C1, predict the reaction product. The product is: [O:21]1[C:25]2[CH:26]=[CH:27][C:28]([CH2:30][N:31]3[C:32](=[O:37])[C:33]4[C:10]([OH:12])=[C:9]5[C:5]([N:6]=[CH:7][N:8]5[CH2:14][C:15]5[CH:16]=[CH:17][CH:18]=[CH:19][CH:20]=5)=[C:3]([OH:4])[C:34]=4[C:35]3=[O:36])=[CH:29][C:24]=2[O:43][CH2:42]1. (3) Given the reactants [Cl:1][C:2]1[CH:34]=[CH:33][C:5]([CH2:6][C:7]2[C:15]3[C:14](=[O:16])[N:13]([CH2:17][CH2:18][CH2:19][OH:20])[C:12](=[O:21])[N:11]([CH2:22][CH2:23][CH2:24][OH:25])[C:10]=3[O:9][C:8]=2[C:26]2[CH:31]=[CH:30][CH:29]=[C:28]([Cl:32])[CH:27]=2)=[CH:4][CH:3]=1.BrCCCO[CH:40]1[CH2:45][CH2:44][CH2:43][CH2:42][O:41]1.[C:46]([O-:49])([O-])=O.[K+].[K+], predict the reaction product. The product is: [Cl:1][C:2]1[CH:3]=[CH:4][C:5]([CH2:6][C:7]2[C:15]3[C:14](=[O:16])[N:13]([CH2:17][CH2:18][CH2:19][O:20][CH:4]4[CH2:3][CH2:2][CH2:34][CH2:46][O:49]4)[C:12](=[O:21])[N:11]([CH2:22][CH2:23][CH2:24][O:25][CH:42]4[CH2:43][CH2:44][CH2:45][CH2:40][O:41]4)[C:10]=3[O:9][C:8]=2[C:26]2[CH:31]=[CH:30][CH:29]=[C:28]([Cl:32])[CH:27]=2)=[CH:33][CH:34]=1. (4) Given the reactants [C:1]([C:4]1[C:22](=[O:23])[C@@:8]2([CH3:24])[C:9]3[C:15]([OH:16])=[CH:14][C:13]([O:17][CH3:18])=[C:12]([C:19]([NH2:21])=[O:20])[C:10]=3[O:11][C:7]2=[CH:6][C:5]=1[OH:25])(=[O:3])[CH3:2].[CH3:26][O:27][C:28]1[CH:35]=[CH:34][C:31]([CH:32]=O)=[C:30]([CH3:36])[C:29]=1[CH3:37].C([SiH](CC)CC)C.FC(F)(F)C(O)=O, predict the reaction product. The product is: [C:1]([C:4]1[C:22](=[O:23])[C@@:8]2([CH3:24])[C:9]3[C:15]([OH:16])=[CH:14][C:13]([O:17][CH3:18])=[C:12]([C:19]([NH:21][CH2:32][C:31]4[CH:34]=[CH:35][C:28]([O:27][CH3:26])=[C:29]([CH3:37])[C:30]=4[CH3:36])=[O:20])[C:10]=3[O:11][C:7]2=[CH:6][C:5]=1[OH:25])(=[O:3])[CH3:2]. (5) Given the reactants [F:1][C:2]1[CH:7]=[C:6]([F:8])[CH:5]=[CH:4][C:3]=1[CH2:9][NH:10][C:11]([C:13]1[C:14](=[O:35])[C:15]([OH:34])=[C:16]2[C:31](=[O:32])[N:20]3[C@@H:21]([CH3:30])[CH2:22][CH2:23][N:24]([CH2:25][CH2:26][CH:27]([CH3:29])[CH3:28])[C@@H:19]3[CH2:18][N:17]2[CH:33]=1)=[O:12].N[C@@H](C)CCN[CH2:41][CH2:42][CH:43]([CH3:45])[CH3:44].[C:47](O)(=O)[CH3:48].[Cl:51]CCl, predict the reaction product. The product is: [ClH:51].[ClH:51].[NH2:20][C@@H:21]([CH3:30])[CH2:22][CH2:23][NH:24][CH2:25][CH2:26][CH:27]([CH3:29])[CH3:28].[F:1][C:2]1[CH:7]=[C:6]([F:8])[CH:5]=[CH:4][C:3]=1[CH2:9][NH:10][C:11]([C:13]1[C:14](=[O:35])[C:15]([OH:34])=[C:16]2[C:31](=[O:32])[N:20]3[C@@H:21]([CH3:30])[CH2:22][CH2:23][N:24]([CH2:25][CH2:26][CH:27]([CH3:28])[CH3:29])[C@@H:19]3[CH2:18][N:17]2[CH:33]=1)=[O:12].[F:1][C:2]1[CH:7]=[C:6]([F:8])[CH:5]=[CH:4][C:3]=1[CH2:9][NH:10][C:11]([C:13]1[C:14](=[O:35])[C:15]([O:34][CH2:45][C:43]2[CH:42]=[CH:41][CH:48]=[CH:47][CH:44]=2)=[C:16]2[C:31](=[O:32])[N:20]3[C@@H:21]([CH3:30])[CH2:22][CH2:23][N:24]([CH2:25][CH2:26][CH:27]([CH3:28])[CH3:29])[C@@H:19]3[CH2:18][N:17]2[CH:33]=1)=[O:12].